This data is from Catalyst prediction with 721,799 reactions and 888 catalyst types from USPTO. The task is: Predict which catalyst facilitates the given reaction. (1) Reactant: [NH2:1][C:2]([NH2:4])=[O:3].CC[O-].[Na+].[Na].C([O:12][CH:13]=[C:14]([C:20](OCC)=O)[C:15]([O:17][CH2:18][CH3:19])=[O:16])C. Product: [O:3]=[C:2]1[NH:4][C:13](=[O:12])[C:14]([C:15]([O:17][CH2:18][CH3:19])=[O:16])=[CH:20][NH:1]1. The catalyst class is: 14. (2) Reactant: C(O)(C(F)(F)F)=O.[CH3:8][O:9][C:10]1[CH:11]=[C:12]([NH:30]C(=O)OC(C)(C)C)[CH:13]=[C:14]([O:28][CH3:29])[C:15]=1[C:16](=[O:27])[NH:17][CH2:18][CH2:19][CH2:20][N:21]1[CH2:26][CH2:25][O:24][CH2:23][CH2:22]1. Product: [NH2:30][C:12]1[CH:13]=[C:14]([O:28][CH3:29])[C:15]([C:16]([NH:17][CH2:18][CH2:19][CH2:20][N:21]2[CH2:26][CH2:25][O:24][CH2:23][CH2:22]2)=[O:27])=[C:10]([O:9][CH3:8])[CH:11]=1. The catalyst class is: 2. (3) Reactant: [CH3:1][S:2]([C:5]1[N:10]=[C:9]([CH3:11])[C:8]([N+:12]([O-])=O)=[CH:7][CH:6]=1)(=[O:4])=[O:3].[CH:15]([Mg]Br)=[CH2:16].[Cl-].[NH4+]. Product: [CH3:1][S:2]([C:5]1[CH:6]=[C:7]2[CH:16]=[CH:15][NH:12][C:8]2=[C:9]([CH3:11])[N:10]=1)(=[O:4])=[O:3]. The catalyst class is: 7. (4) Reactant: [OH:1][C:2]1[CH:3]=[CH:4][C:5]([CH:8]=[CH:9][C:10]([O:12][CH2:13][CH3:14])=[O:11])=[N:6][CH:7]=1. Product: [OH:1][C:2]1[CH:3]=[CH:4][C:5]([CH2:8][CH2:9][C:10]([O:12][CH2:13][CH3:14])=[O:11])=[N:6][CH:7]=1. The catalyst class is: 63.